Dataset: Forward reaction prediction with 1.9M reactions from USPTO patents (1976-2016). Task: Predict the product of the given reaction. (1) Given the reactants [Cl:1][C:2]1[CH:3]=[C:4]([CH:8]=[C:9]([S:11]([CH3:14])(=[O:13])=[O:12])[CH:10]=1)[C:5](O)=[O:6], predict the reaction product. The product is: [Cl:1][C:2]1[CH:3]=[C:4]([CH2:5][OH:6])[CH:8]=[C:9]([S:11]([CH3:14])(=[O:12])=[O:13])[CH:10]=1. (2) Given the reactants Cl[C:2]1[N:7]=[C:6]([N:8]2[CH2:13][CH2:12][CH:11]([NH:14][CH2:15][CH:16]([OH:27])[C:17]3[N:21]([CH3:22])[C:20]4[CH:23]=[CH:24][CH:25]=[CH:26][C:19]=4[N:18]=3)[CH2:10][CH2:9]2)[CH:5]=[C:4]([C:28]([F:31])([F:30])[F:29])[C:3]=1[C:32]#[N:33].CN(C=O)C.[SH:39][CH2:40][C:41]([NH2:43])=[O:42].C[O-].[Na+], predict the reaction product. The product is: [NH2:33][C:32]1[C:3]2[C:2](=[N:7][C:6]([N:8]3[CH2:13][CH2:12][CH:11]([NH:14][CH2:15][CH:16]([OH:27])[C:17]4[N:21]([CH3:22])[C:20]5[CH:23]=[CH:24][CH:25]=[CH:26][C:19]=5[N:18]=4)[CH2:10][CH2:9]3)=[CH:5][C:4]=2[C:28]([F:31])([F:30])[F:29])[S:39][C:40]=1[C:41]([NH2:43])=[O:42]. (3) Given the reactants [Br:1][C:2]1[CH:7]=[CH:6][C:5]([NH:8][C:9]([NH:11][NH:12][C:13](=O)[CH2:14][C@@H:15]2[CH2:19][CH2:18][N:17]([C:20]([CH:22]3[CH2:24][CH2:23]3)=[O:21])[CH2:16]2)=[O:10])=[CH:4][CH:3]=1.C(=O)([O-])[O-].[K+].[K+].C(OCC)(=O)C.Cl, predict the reaction product. The product is: [Br:1][C:2]1[CH:7]=[CH:6][C:5]([N:8]2[C:13]([CH2:14][C@@H:15]3[CH2:19][CH2:18][N:17]([C:20]([CH:22]4[CH2:24][CH2:23]4)=[O:21])[CH2:16]3)=[N:12][NH:11][C:9]2=[O:10])=[CH:4][CH:3]=1. (4) Given the reactants C[O:2][C:3](=[O:35])[CH2:4][O:5][C:6]1[CH:15]=[CH:14][C:13]([Cl:16])=[C:12]2[C:7]=1[C:8]([O:31][CH:32]([F:34])[F:33])=[C:9]([CH2:20][C:21]1[CH:26]=[CH:25][C:24]([S:27]([CH3:30])(=[O:29])=[O:28])=[CH:23][CH:22]=1)[C:10]([CH:17]([CH3:19])[CH3:18])=[N:11]2.[OH-].[Li+], predict the reaction product. The product is: [Cl:16][C:13]1[CH:14]=[CH:15][C:6]([O:5][CH2:4][C:3]([OH:35])=[O:2])=[C:7]2[C:12]=1[N:11]=[C:10]([CH:17]([CH3:19])[CH3:18])[C:9]([CH2:20][C:21]1[CH:22]=[CH:23][C:24]([S:27]([CH3:30])(=[O:28])=[O:29])=[CH:25][CH:26]=1)=[C:8]2[O:31][CH:32]([F:33])[F:34]. (5) The product is: [C:36]([C:33]1[CH:34]=[CH:35][C:30]([CH2:29][CH2:28][CH:16](/[CH:15]=[CH:14]/[C:9]2[CH:10]=[CH:11][CH:12]=[CH:13][C:8]=2[O:7][CH2:6][C:5]2[CH:38]=[CH:39][C:2]([C:45]3[CH:46]=[CH:47][C:42]([C:41]([F:52])([F:51])[F:40])=[CH:43][CH:44]=3)=[CH:3][CH:4]=2)[CH2:17][C:18]2[CH:27]=[CH:26][C:21]([C:22]([O:24][CH3:25])=[O:23])=[CH:20][CH:19]=2)=[CH:31][CH:32]=1)#[N:37]. Given the reactants Br[C:2]1[CH:39]=[CH:38][C:5]([CH2:6][O:7][C:8]2[CH:13]=[CH:12][CH:11]=[CH:10][C:9]=2/[CH:14]=[CH:15]/[CH:16]([CH2:28][CH2:29][C:30]2[CH:35]=[CH:34][C:33]([C:36]#[N:37])=[CH:32][CH:31]=2)[CH2:17][C:18]2[CH:27]=[CH:26][C:21]([C:22]([O:24][CH3:25])=[O:23])=[CH:20][CH:19]=2)=[CH:4][CH:3]=1.[F:40][C:41]([F:52])([F:51])[C:42]1[CH:47]=[CH:46][C:45](B(O)O)=[CH:44][CH:43]=1.C(=O)([O-])[O-].[Na+].[Na+], predict the reaction product. (6) Given the reactants [CH3:1][C:2]([C:6]1[CH:7]=[C:8]([C:16]2[CH:21]=[CH:20][CH:19]=[C:18]([CH2:22][CH:23]3[S:27][C:26]([N:28]4[CH2:33][CH2:32][O:31][CH2:30][CH2:29]4)=[N:25][C:24]3=[O:34])[CH:17]=2)[CH:9]=[C:10]([N+:13]([O-])=O)[C:11]=1[OH:12])([CH3:5])[CH2:3][CH3:4].P([O-])([O-])O.[Na+].[Na+], predict the reaction product. The product is: [NH2:13][C:10]1[C:11]([OH:12])=[C:6]([C:2]([CH3:5])([CH3:1])[CH2:3][CH3:4])[CH:7]=[C:8]([C:16]2[CH:21]=[CH:20][CH:19]=[C:18]([CH2:22][CH:23]3[S:27][C:26]([N:28]4[CH2:29][CH2:30][O:31][CH2:32][CH2:33]4)=[N:25][C:24]3=[O:34])[CH:17]=2)[CH:9]=1. (7) Given the reactants [F:1][C:2]([F:13])([F:12])[C:3]1[CH:8]=[CH:7][C:6]([N:9]=[C:10]=[O:11])=[CH:5][CH:4]=1.[NH2:14][CH:15]1[CH2:20][CH2:19][N:18]([C:21]([O:23][C:24]([CH3:27])([CH3:26])[CH3:25])=[O:22])[CH2:17][CH2:16]1, predict the reaction product. The product is: [F:1][C:2]([F:12])([F:13])[C:3]1[CH:4]=[CH:5][C:6]([NH:9][C:10](=[O:11])[NH:14][CH:15]2[CH2:16][CH2:17][N:18]([C:21]([O:23][C:24]([CH3:27])([CH3:26])[CH3:25])=[O:22])[CH2:19][CH2:20]2)=[CH:7][CH:8]=1.